This data is from Reaction yield outcomes from USPTO patents with 853,638 reactions. The task is: Predict the reaction yield, written as a fraction of the theoretical maximum amount of product (1.0 means a 100% yield; for example, 0.34 means a 34% yield). (1) The reactants are [Cl:1][C:2]1[C:7]([Cl:8])=[CH:6][CH:5]=[CH:4][C:3]=1[N:9]1[C:13]([NH:14][CH2:15][C:16]2[CH:21]=[CH:20][N:19]=[C:18](F)[CH:17]=2)=[N:12][N:11]=[N:10]1.[NH:23]1[CH2:27][CH2:26][CH2:25][CH2:24]1. The catalyst is O1CCCC1. The product is [Cl:1][C:2]1[C:7]([Cl:8])=[CH:6][CH:5]=[CH:4][C:3]=1[N:9]1[C:13]([NH:14][CH2:15][C:16]2[CH:21]=[CH:20][N:19]=[C:18]([N:23]3[CH2:27][CH2:26][CH2:25][CH2:24]3)[CH:17]=2)=[N:12][N:11]=[N:10]1. The yield is 0.140. (2) The reactants are [F:1][C:2]([F:7])([F:6])[CH2:3][CH2:4][OH:5].C1(P(C2C=CC=CC=2)C2C=CC=CC=2)C=CC=CC=1.N(C(OC(C)C)=O)=NC(OC(C)C)=O.[Cl:41][C:42]1[C:51](O)=[CH:50][C:45]([C:46]([O:48][CH3:49])=[O:47])=[CH:44][N:43]=1. The catalyst is O1CCCC1. The product is [Cl:41][C:42]1[C:51]([O:5][CH2:4][CH2:3][C:2]([F:7])([F:6])[F:1])=[CH:50][C:45]([C:46]([O:48][CH3:49])=[O:47])=[CH:44][N:43]=1. The yield is 0.540.